From a dataset of Reaction yield outcomes from USPTO patents with 853,638 reactions. Predict the reaction yield, written as a fraction of the theoretical maximum amount of product (1.0 means a 100% yield; for example, 0.34 means a 34% yield). (1) The reactants are [O:1]=[C:2]1[C:7]([CH2:8][C:9]2[CH:14]=[CH:13][C:12]([C:15]3[C:16]([C:21]#[N:22])=[CH:17][CH:18]=[CH:19][CH:20]=3)=[CH:11][CH:10]=2)=[C:6]([CH2:23][CH2:24][CH3:25])[N:5]2[N:26]=[CH:27][N:28]=[C:4]2[N:3]1[CH:29]1[CH2:34][CH2:33][CH:32]([O:35][CH2:36][CH:37]=C)[CH2:31][CH2:30]1.I([O-])(=O)(=O)=[O:40].[Na+].CC(C)=O.C(#N)C. The catalyst is C(OCC)(=O)C.O.[Os]=O. The product is [OH:40][CH2:37][CH2:36][O:35][C@H:32]1[CH2:33][CH2:34][C@H:29]([N:3]2[C:2](=[O:1])[C:7]([CH2:8][C:9]3[CH:14]=[CH:13][C:12]([C:15]4[C:16]([C:21]#[N:22])=[CH:17][CH:18]=[CH:19][CH:20]=4)=[CH:11][CH:10]=3)=[C:6]([CH2:23][CH2:24][CH3:25])[N:5]3[N:26]=[CH:27][N:28]=[C:4]23)[CH2:30][CH2:31]1. The yield is 0.200. (2) The reactants are [N+:1]([C:4]1[C:5]([C:14]([NH2:16])=[O:15])=[N:6][CH:7]=[C:8]([C:10]([F:13])([F:12])[F:11])[CH:9]=1)([O-])=O. The catalyst is [Pd]. The product is [NH2:1][C:4]1[C:5]([C:14]([NH2:16])=[O:15])=[N:6][CH:7]=[C:8]([C:10]([F:13])([F:11])[F:12])[CH:9]=1. The yield is 0.970. (3) The reactants are [CH3:1][C:2]1[O:6][N:5]=[C:4]([C:7]2[CH:12]=[CH:11][CH:10]=[CH:9][CH:8]=2)[C:3]=1[CH2:13][OH:14].[CH3:15][O:16][C:17]([C:19]1[O:23][NH:22][C:21](=O)[CH:20]=1)=[O:18]. No catalyst specified. The product is [CH3:15][O:16][C:17]([C:19]1[O:23][N:22]=[C:21]([O:14][CH2:13][C:3]2[C:4]([C:7]3[CH:12]=[CH:11][CH:10]=[CH:9][CH:8]=3)=[N:5][O:6][C:2]=2[CH3:1])[CH:20]=1)=[O:18]. The yield is 0.630. (4) The reactants are Cl[C:2]1[C:11]2[C:6](=[CH:7][CH:8]=[CH:9][CH:10]=2)[N:5]=[C:4]([CH3:12])[N:3]=1.[F:13][CH:14]([F:23])[O:15][C:16]1[CH:21]=[CH:20][C:19]([NH2:22])=[CH:18][CH:17]=1.C([O-])(=O)C.[Na+]. The catalyst is C(OCC)(=O)C. The product is [F:13][CH:14]([F:23])[O:15][C:16]1[CH:17]=[CH:18][C:19]([NH:22][C:2]2[C:11]3[C:6](=[CH:7][CH:8]=[CH:9][CH:10]=3)[N:5]=[C:4]([CH3:12])[N:3]=2)=[CH:20][CH:21]=1. The yield is 0.940. (5) The catalyst is C(Cl)Cl. The yield is 0.710. The product is [Br:59][CH2:24][CH2:23][CH2:22][O:21][C:17]1[CH:16]=[C:15]([C:12]2[CH:11]=[C:10]([C:26]([NH:28][CH2:29][C:30]3[C:31](=[O:38])[NH:32][C:33]([CH3:37])=[CH:34][C:35]=3[CH3:36])=[O:27])[C:9]3[CH:8]=[N:7][N:6]([CH:1]4[CH2:5][CH2:4][CH2:3][CH2:2]4)[C:14]=3[CH:13]=2)[CH:20]=[CH:19][CH:18]=1. The reactants are [CH:1]1([N:6]2[C:14]3[CH:13]=[C:12]([C:15]4[CH:20]=[CH:19][CH:18]=[C:17]([O:21][CH2:22][CH2:23][CH2:24]O)[CH:16]=4)[CH:11]=[C:10]([C:26]([NH:28][CH2:29][C:30]4[C:31](=[O:38])[NH:32][C:33]([CH3:37])=[CH:34][C:35]=4[CH3:36])=[O:27])[C:9]=3[CH:8]=[N:7]2)[CH2:5][CH2:4][CH2:3][CH2:2]1.C1(P(C2C=CC=CC=2)C2C=CC=CC=2)C=CC=CC=1.C(Br)(Br)(Br)[Br:59].O. (6) The yield is 0.540. The product is [NH2:1][CH2:2][C@@:3]1([CH2:14][C:15]([OH:17])=[O:16])[CH2:9][C@H:8]2[C@@H:4]1[CH:5]=[C:6]([CH:10]([CH2:12][CH3:13])[CH3:11])[CH2:7]2. The catalyst is Cl.C(OCC)(=O)C. The reactants are [NH2:1][CH2:2][C@@:3]1([CH2:14][C:15]([O:17]C(C)(C)C)=[O:16])[CH2:9][C@H:8]2[C@@H:4]1[CH:5]=[C:6]([CH:10]([CH2:12][CH3:13])[CH3:11])[CH2:7]2. (7) The reactants are [NH2:1][C:2]1[C:3]([CH3:13])=[C:4]([CH:10]=[CH:11][CH:12]=1)[C:5]([O:7][CH2:8][CH3:9])=[O:6].[CH:14](=O)[C:15]1[CH:20]=[CH:19][CH:18]=[CH:17][CH:16]=1.C(O)(=O)C.C(O[BH-](OC(=O)C)OC(=O)C)(=O)C.[Na+].C([O-])(O)=O.[Na+]. The catalyst is ClCCCl.O. The product is [CH2:14]([NH:1][C:2]1[C:3]([CH3:13])=[C:4]([CH:10]=[CH:11][CH:12]=1)[C:5]([O:7][CH2:8][CH3:9])=[O:6])[C:15]1[CH:20]=[CH:19][CH:18]=[CH:17][CH:16]=1. The yield is 0.960. (8) The reactants are [Br:1][C:2]1[C:11]2[N:10]=[CH:9][CH:8]=[N:7][C:6]=2[C:5]([C:12]([O:14]C)=O)=[C:4]([O:16]C)[CH:3]=1.Cl.C([NH:21][CH2:22][C:23]([OH:25])=[O:24])C.C(N(CC)CC)C.C1CN([P+](ON2N=NC3C=CC=CC2=3)(N2CCCC2)N2CCCC2)CC1.F[P-](F)(F)(F)(F)F.[OH-].[Na+]. The catalyst is C1(C)C=CC=CC=1.ClCCl. The product is [Br:1][C:2]1[CH:3]=[C:4]([OH:16])[C:5]([C:12]([NH:21][CH2:22][C:23]([OH:25])=[O:24])=[O:14])=[C:6]2[C:11]=1[N:10]=[CH:9][CH:8]=[N:7]2. The yield is 0.319. (9) The yield is 0.280. The catalyst is C1COCC1.CO. The reactants are [NH2:1][C:2]1[N:7]=[CH:6][C:5]([C@@H:8]([OH:32])[CH2:9][NH:10][CH2:11][C@H:12]2[CH2:21][CH2:20][C:19]3[C:14](=[CH:15][CH:16]=[C:17]([C:22]4[CH:31]=[CH:30][C:25]([C:26]([O:28]C)=[O:27])=[CH:24][CH:23]=4)[CH:18]=3)[O:13]2)=[CH:4][CH:3]=1.[OH-].[Li+]. The product is [NH2:1][C:2]1[N:7]=[CH:6][C:5]([C@@H:8]([OH:32])[CH2:9][NH:10][CH2:11][C@H:12]2[CH2:21][CH2:20][C:19]3[C:14](=[CH:15][CH:16]=[C:17]([C:22]4[CH:23]=[CH:24][C:25]([C:26]([OH:28])=[O:27])=[CH:30][CH:31]=4)[CH:18]=3)[O:13]2)=[CH:4][CH:3]=1. (10) The reactants are [OH:1][C@H:2]1[C:10]2[C:5](=[CH:6][CH:7]=[CH:8][CH:9]=2)[CH2:4][C@:3]1([CH2:20][C:21]1[CH:31]=[CH:30][C:24]([C:25]([O:27][CH2:28][CH3:29])=[O:26])=[CH:23][CH:22]=1)[C:11]1[CH2:12][C:13]2[C:18]([CH:19]=1)=[CH:17][CH:16]=[CH:15][CH:14]=2.C1CCC(N=C=NC2CCCCC2)CC1.C([NH:64][C@H:65]([C:70](O)=[O:71])[CH2:66][CH:67]([CH3:69])[CH3:68])(OCC1C2C(=CC=CC=2)C2C1=CC=CC=2)=O. The catalyst is CN(C1C=CN=CC=1)C.C(OCC)(=O)C. The product is [NH2:64][C@@H:65]([CH2:66][CH:67]([CH3:69])[CH3:68])[C:70]([O:1][C@H:2]1[C:10]2[C:5](=[CH:6][CH:7]=[CH:8][CH:9]=2)[CH2:4][C@:3]1([CH2:20][C:21]1[CH:31]=[CH:30][C:24]([C:25]([O:27][CH2:28][CH3:29])=[O:26])=[CH:23][CH:22]=1)[C:11]1[CH2:12][C:13]2[C:18]([CH:19]=1)=[CH:17][CH:16]=[CH:15][CH:14]=2)=[O:71]. The yield is 0.600.